This data is from Reaction yield outcomes from USPTO patents with 853,638 reactions. The task is: Predict the reaction yield, written as a fraction of the theoretical maximum amount of product (1.0 means a 100% yield; for example, 0.34 means a 34% yield). (1) The reactants are [Cl:1][C:2]1[N:6]2[CH:7]=[C:8]([C:15]3[O:16][CH:17]=[CH:18][CH:19]=3)[CH:9]=[C:10]([C:11]([F:14])([F:13])[F:12])[C:5]2=[N:4][C:3]=1C(O)=O.C([N:25]([CH2:28]C)CC)C.C1(P(N=[N+]=[N-])(C2C=CC=CC=2)=[O:37])C=CC=CC=1.[C:47]([OH:51])([CH3:50])([CH3:49])[CH3:48]. No catalyst specified. The product is [C:47]([O:51][C:28](=[O:37])[NH:25][C:3]1[N:4]=[C:5]2[C:10]([C:11]([F:14])([F:12])[F:13])=[CH:9][C:8]([C:15]3[O:16][CH:17]=[CH:18][CH:19]=3)=[CH:7][N:6]2[C:2]=1[Cl:1])([CH3:50])([CH3:49])[CH3:48]. The yield is 0.500. (2) The reactants are [NH2:1][C:2]1[N:7]=[CH:6][N:5]=[C:4]2[N:8]([C@@H:12]3[CH2:17][CH2:16][CH2:15][N:14]([C:18]([O:20][C:21]([CH3:24])([CH3:23])[CH3:22])=[O:19])[CH2:13]3)[N:9]=[C:10](I)[C:3]=12.[F:25][C:26]1[CH:27]=[C:28]([CH:45]=[C:46]([F:48])[CH:47]=1)[O:29][C:30]1[CH:35]=[CH:34][C:33](B2OC(C)(C)C(C)(C)O2)=[CH:32][CH:31]=1.C(=O)([O-])[O-].[Na+].[Na+].COCCOC. The catalyst is C1C=CC([P]([Pd]([P](C2C=CC=CC=2)(C2C=CC=CC=2)C2C=CC=CC=2)([P](C2C=CC=CC=2)(C2C=CC=CC=2)C2C=CC=CC=2)[P](C2C=CC=CC=2)(C2C=CC=CC=2)C2C=CC=CC=2)(C2C=CC=CC=2)C2C=CC=CC=2)=CC=1.O. The product is [NH2:1][C:2]1[N:7]=[CH:6][N:5]=[C:4]2[N:8]([C@@H:12]3[CH2:17][CH2:16][CH2:15][N:14]([C:18]([O:20][C:21]([CH3:24])([CH3:23])[CH3:22])=[O:19])[CH2:13]3)[N:9]=[C:10]([C:33]3[CH:32]=[CH:31][C:30]([O:29][C:28]4[CH:45]=[C:46]([F:48])[CH:47]=[C:26]([F:25])[CH:27]=4)=[CH:35][CH:34]=3)[C:3]=12. The yield is 0.720. (3) The reactants are Br[C:2]1[CH:7]=[CH:6][C:5]([N:8]([C:13]2[C:32]([CH:33]3[CH2:35][CH2:34]3)=[CH:31][C:16]3[C:17]([C:27]([NH:29][CH3:30])=[O:28])=[C:18]([C:20]4[CH:25]=[CH:24][C:23]([F:26])=[CH:22][CH:21]=4)[O:19][C:15]=3[CH:14]=2)[S:9]([CH3:12])(=[O:11])=[O:10])=[C:4]([F:36])[CH:3]=1.C([O-])(=O)C.[K+].[B:42]1([B:42]2[O:46][C:45]([CH3:48])([CH3:47])[C:44]([CH3:50])([CH3:49])[O:43]2)[O:46][C:45]([CH3:48])([CH3:47])[C:44]([CH3:50])([CH3:49])[O:43]1. The catalyst is O1CCOCC1.C1C=CC(P(C2C=CC=CC=2)[C-]2C=CC=C2)=CC=1.C1C=CC(P(C2C=CC=CC=2)[C-]2C=CC=C2)=CC=1.Cl[Pd]Cl.[Fe+2]. The product is [CH:33]1([C:32]2[C:13]([N:8]([C:5]3[CH:6]=[CH:7][C:2]([B:42]4[O:46][C:45]([CH3:48])([CH3:47])[C:44]([CH3:50])([CH3:49])[O:43]4)=[CH:3][C:4]=3[F:36])[S:9]([CH3:12])(=[O:11])=[O:10])=[CH:14][C:15]3[O:19][C:18]([C:20]4[CH:25]=[CH:24][C:23]([F:26])=[CH:22][CH:21]=4)=[C:17]([C:27]([NH:29][CH3:30])=[O:28])[C:16]=3[CH:31]=2)[CH2:34][CH2:35]1. The yield is 0.760. (4) The reactants are C(OC([N:8]1[CH2:13][CH2:12][N:11]([C:14]2[N:15]([CH2:29][CH3:30])[C:16]3[C:21]([C:22]=2[C:23]#[N:24])=[CH:20][CH:19]=[C:18]([C:25]([F:28])([F:27])[F:26])[CH:17]=3)[CH2:10][CH2:9]1)=O)(C)(C)C.C(O)(C(F)(F)F)=O. The catalyst is ClCCl. The product is [CH2:29]([N:15]1[C:16]2[C:21](=[CH:20][CH:19]=[C:18]([C:25]([F:27])([F:28])[F:26])[CH:17]=2)[C:22]([C:23]#[N:24])=[C:14]1[N:11]1[CH2:10][CH2:9][NH:8][CH2:13][CH2:12]1)[CH3:30]. The yield is 1.00.